Predict the reactants needed to synthesize the given product. From a dataset of Full USPTO retrosynthesis dataset with 1.9M reactions from patents (1976-2016). (1) Given the product [ClH:52].[CH2:24]([N:23]1[C:22]2[C:21](=[O:28])[N:20]([CH2:29][C:30]3[C:39]4[C:34](=[CH:35][CH:36]=[CH:37][CH:38]=4)[CH:33]=[CH:32][N:31]=3)[C:19](=[O:40])[N:18]([CH3:41])[C:17]=2[C:16]([C:42]#[N:43])=[C:15]1[N:11]1[CH2:12][CH2:13][CH2:14][NH:8][CH2:9][CH2:10]1)[C:25]#[C:26][CH3:27], predict the reactants needed to synthesize it. The reactants are: C(OC([N:8]1[CH2:14][CH2:13][CH2:12][N:11]([C:15]2[N:23]([CH2:24][C:25]#[C:26][CH3:27])[C:22]3[C:21](=[O:28])[N:20]([CH2:29][C:30]4[C:39]5[C:34](=[CH:35][CH:36]=[CH:37][CH:38]=5)[CH:33]=[CH:32][N:31]=4)[C:19](=[O:40])[N:18]([CH3:41])[C:17]=3[C:16]=2[C:42]#[N:43])[CH2:10][CH2:9]1)=O)(C)(C)C.C(O)(C(F)(F)F)=O.C(Cl)[Cl:52]. (2) Given the product [CH2:41]([C:16]1([CH2:13][CH:14]=[CH2:15])[C:39](=[O:40])[N:19]2[CH2:20][CH2:21][N:22]([C:5]([N:59]([C@@H:57]([C:49]3[CH:50]=[C:51]([C:53]([F:54])([F:55])[F:56])[CH:52]=[C:47]([CH2:44][CH3:45])[CH:48]=3)[CH3:58])[CH3:60])=[O:11])[C@@H:23]([C:24]3[CH:29]=[CH:28][C:27]([O:30][CH2:31][C:32]4[CH:33]=[CH:34][CH:35]=[CH:36][CH:37]=4)=[CH:26][C:25]=3[CH3:38])[C@@H:18]2[CH2:17]1)[CH:42]=[CH2:43], predict the reactants needed to synthesize it. The reactants are: ClC(Cl)(O[C:5](=[O:11])OC(Cl)(Cl)Cl)Cl.[CH2:13]([C:16]1([CH2:41][CH:42]=[CH2:43])[C:39](=[O:40])[N:19]2[CH2:20][CH2:21][NH:22][C@@H:23]([C:24]3[CH:29]=[CH:28][C:27]([O:30][CH2:31][C:32]4[CH:37]=[CH:36][CH:35]=[CH:34][CH:33]=4)=[CH:26][C:25]=3[CH3:38])[C@@H:18]2[CH2:17]1)[CH:14]=[CH2:15].[CH:44]([C:47]1[CH:48]=[C:49]([C@H:57]([NH:59][CH3:60])[CH3:58])[CH:50]=[C:51]([C:53]([F:56])([F:55])[F:54])[CH:52]=1)(C)[CH3:45]. (3) Given the product [CH2:3]=[CH:4][CH3:5].[CH2:1]=[CH2:2].[CH2:3]=[CH:4][CH2:5][CH3:6], predict the reactants needed to synthesize it. The reactants are: [CH2:1]=[CH2:2].[CH2:3]=[CH:4][CH2:5][CH3:6]. (4) The reactants are: [Cl:1][C:2]1[CH:3]=[CH:4][C:5]([N+:21]([O-])=O)=[C:6]([C:8]2[CH:12]=[C:11]([C:13]3[CH:18]=[CH:17][C:16]([Cl:19])=[CH:15][C:14]=3[Cl:20])[O:10][N:9]=2)[CH:7]=1.C([O-])([O-])=O.[Na+].[Na+].[O-]S(S([O-])=O)=O.[Na+].[Na+].CCOC(C)=O. Given the product [Cl:1][C:2]1[CH:3]=[CH:4][C:5]([NH2:21])=[C:6]([C:8]2[CH:12]=[C:11]([C:13]3[CH:18]=[CH:17][C:16]([Cl:19])=[CH:15][C:14]=3[Cl:20])[O:10][N:9]=2)[CH:7]=1, predict the reactants needed to synthesize it. (5) Given the product [CH2:9]1[C@H:8]([N:5]2[C:4](=[O:34])[N:3]=[C:2]([NH2:1])[N:7]=[CH:6]2)[O:22][C@H:21]([CH2:23][OH:24])[C@H:10]1[OH:11], predict the reactants needed to synthesize it. The reactants are: [NH2:1][C:2]1[N:7]=[CH:6][N:5]([C@@H:8]2[O:22][C@H:21]([CH2:23][O:24]C(=O)C3C=CC(Cl)=CC=3)[C@@H:10]([O:11]C(=O)C3C=CC(Cl)=CC=3)[CH2:9]2)[C:4](=[O:34])[N:3]=1.NC1N=CN([C@H]2O[C@H](COC(=O)C3C=CC(Cl)=CC=3)[C@@H](OC(=O)C3C=CC(Cl)=CC=3)C2)C(=O)N=1.C[O-].[Na+].